Predict the reaction yield, written as a fraction of the theoretical maximum amount of product (1.0 means a 100% yield; for example, 0.34 means a 34% yield). From a dataset of Reaction yield outcomes from USPTO patents with 853,638 reactions. (1) The reactants are O[C:2]1([C:11](=[O:20])[C:12]2[CH:17]=[CH:16][C:15]([O:18][CH3:19])=[CH:14][CH:13]=2)[CH2:7][CH2:6][CH2:5][CH2:4][CH:3]1[C:8]([OH:10])=[O:9].[Br:21]Br.[C:23]([O:26]C(=O)C)(=O)[CH3:24]. The catalyst is C(O)(=O)C. The product is [C:23]([O:20][C:11]1([C:12]2[CH:17]=[CH:16][C:15]([O:18][CH3:19])=[CH:14][CH:13]=2)[C:2]2([Br:21])[CH:3]([CH2:4][CH2:5][CH2:6][CH2:7]2)[C:8](=[O:10])[O:9]1)(=[O:26])[CH3:24]. The yield is 0.880. (2) No catalyst specified. The reactants are CN(CC1N(C[C@@H]2CCCNC2)C2C=CC=CC=2N=1)[C@@H]1C2N=CC=CC=2CCC1.[CH3:30][N:31]([CH2:42][C:43]1[N:47]([CH2:48][C@@H:49]2[CH2:54][CH2:53][CH2:52][N:51]([CH:55]([CH3:57])[CH3:56])[CH2:50]2)[C:46]2[CH:58]=[CH:59][CH:60]=[CH:61][C:45]=2[N:44]=1)[C@H:32]1[C:41]2[N:40]=[CH:39][CH:38]=[CH:37][C:36]=2[CH2:35][CH2:34][CH2:33]1. The yield is 0.750. The product is [CH3:30][N:31]([CH2:42][C:43]1[N:47]([CH2:48][C@@H:49]2[CH2:54][CH2:53][CH2:52][N:51]([CH:55]([CH3:57])[CH3:56])[CH2:50]2)[C:46]2[CH:58]=[CH:59][CH:60]=[CH:61][C:45]=2[N:44]=1)[C@@H:32]1[C:41]2[N:40]=[CH:39][CH:38]=[CH:37][C:36]=2[CH2:35][CH2:34][CH2:33]1.